Dataset: Reaction yield outcomes from USPTO patents with 853,638 reactions. Task: Predict the reaction yield, written as a fraction of the theoretical maximum amount of product (1.0 means a 100% yield; for example, 0.34 means a 34% yield). (1) The reactants are [NH2:1][CH:2]1[CH2:11][C:10]2[C:5](=[CH:6][CH:7]=[CH:8][CH:9]=2)[NH:4][C:3]1=[O:12].CCN(C(C)C)C(C)C.[C:22]1([S:28](Cl)(=[O:30])=[O:29])[CH:27]=[CH:26][CH:25]=[CH:24][CH:23]=1. The catalyst is CC#N. The product is [O:12]=[C:3]1[CH:2]([NH:1][S:28]([C:22]2[CH:27]=[CH:26][CH:25]=[CH:24][CH:23]=2)(=[O:30])=[O:29])[CH2:11][C:10]2[C:5](=[CH:6][CH:7]=[CH:8][CH:9]=2)[NH:4]1. The yield is 0.780. (2) The reactants are [CH3:1][O:2][C:3]1[CH:4]=[N:5][CH:6]=[C:7]([O:9][CH3:10])[CH:8]=1.[Li+].CC([N-]C(C)C)C.[C:19](=[O:21])=[O:20]. The catalyst is C1COCC1.C1(C)C=CC=CC=1. The product is [CH3:10][O:9][C:7]1[CH:6]=[N:5][CH:4]=[C:3]([O:2][CH3:1])[C:8]=1[C:19]([OH:21])=[O:20]. The yield is 0.630.